Predict which catalyst facilitates the given reaction. From a dataset of Catalyst prediction with 721,799 reactions and 888 catalyst types from USPTO. (1) Reactant: C([N:8]1[CH2:16][CH2:15][CH:14]2[N:17]([C:18](=[O:21])[CH2:19][CH3:20])[CH:10]([CH2:11][CH2:12][CH2:13]2)[CH2:9]1)(OC(C)(C)C)=O.FC(F)(F)C(O)=O. Product: [C:18]([N:17]1[CH:14]2[CH2:13][CH2:12][CH2:11][CH:10]1[CH2:9][NH:8][CH2:16][CH2:15]2)(=[O:21])[CH2:19][CH3:20]. The catalyst class is: 4. (2) Reactant: [F:1][C:2]1[C:3]([CH3:18])=[C:4]([NH:11][C:12]2[CH:17]=[CH:16][CH:15]=[CH:14][CH:13]=2)[C:5]([N+:8]([O-])=O)=[CH:6][CH:7]=1.CO.[NH4+].[Cl-]. Product: [F:1][C:2]1[C:3]([CH3:18])=[C:4]([NH:11][C:12]2[CH:17]=[CH:16][CH:15]=[CH:14][CH:13]=2)[C:5]([NH2:8])=[CH:6][CH:7]=1. The catalyst class is: 150. (3) Reactant: [C:1]([N:5]1[C:9](=[O:10])[C:8]([NH:11][CH2:12][CH2:13][CH2:14][O:15][C:16]2[CH:17]=[C:18]([CH2:22][C:23]([O:25]C)=[O:24])[CH:19]=[CH:20][CH:21]=2)=[C:7]([C:27]2[CH:32]=[CH:31][CH:30]=[CH:29][CH:28]=2)[S:6]1(=[O:34])=[O:33])([CH3:4])([CH3:3])[CH3:2].[Li+].[I-].CCOC(C)=O. Product: [C:1]([N:5]1[C:9](=[O:10])[C:8]([NH:11][CH2:12][CH2:13][CH2:14][O:15][C:16]2[CH:17]=[C:18]([CH2:22][C:23]([OH:25])=[O:24])[CH:19]=[CH:20][CH:21]=2)=[C:7]([C:27]2[CH:32]=[CH:31][CH:30]=[CH:29][CH:28]=2)[S:6]1(=[O:33])=[O:34])([CH3:4])([CH3:2])[CH3:3]. The catalyst class is: 17.